This data is from Forward reaction prediction with 1.9M reactions from USPTO patents (1976-2016). The task is: Predict the product of the given reaction. (1) The product is: [CH2:1]([O:8][C:9]1[CH:14]=[CH:13][N:12]([CH2:19][CH:20]2[CH2:23][CH2:22][CH2:21]2)[C:11](=[O:15])[CH:10]=1)[C:2]1[CH:3]=[CH:4][CH:5]=[CH:6][CH:7]=1. Given the reactants [CH2:1]([O:8][C:9]1[CH:14]=[CH:13][NH:12][C:11](=[O:15])[CH:10]=1)[C:2]1[CH:7]=[CH:6][CH:5]=[CH:4][CH:3]=1.[H-].[Na+].Br[CH2:19][CH:20]1[CH2:23][CH2:22][CH2:21]1, predict the reaction product. (2) Given the reactants CS([C:5]1[N:10]=[C:9]([O:11][C:12]2[CH:13]=[N:14][CH:15]=[CH:16][CH:17]=2)[C:8]([C:18]2[CH:23]=[CH:22][C:21]([Cl:24])=[CH:20][CH:19]=2)=[C:7]([C:25]2[CH:30]=[CH:29][C:28]([Cl:31])=[CH:27][C:26]=2[Cl:32])[N:6]=1)(=O)=O.C([Li])CCC.[CH2:38]([OH:43])[CH2:39][CH2:40][CH2:41][CH3:42], predict the reaction product. The product is: [CH2:38]([O:43][C:5]1[N:10]=[C:9]([O:11][C:12]2[CH:13]=[N:14][CH:15]=[CH:16][CH:17]=2)[C:8]([C:18]2[CH:23]=[CH:22][C:21]([Cl:24])=[CH:20][CH:19]=2)=[C:7]([C:25]2[CH:30]=[CH:29][C:28]([Cl:31])=[CH:27][C:26]=2[Cl:32])[N:6]=1)[CH2:39][CH2:40][CH2:41][CH3:42]. (3) Given the reactants [NH2:1][C:2]1[CH:3]=[C:4]([C:8]2[CH:13]=[CH:12][N:11]=[CH:10][CH:9]=2)[CH:5]=[CH:6][CH:7]=1.[Cl:14][C:15]1[CH:20]=[CH:19][C:18]([NH:21][C:22](=[O:29])[CH2:23][O:24][CH2:25][C:26](O)=[O:27])=[C:17]([C:30]([O:32]C)=[O:31])[CH:16]=1, predict the reaction product. The product is: [Cl:14][C:15]1[CH:20]=[CH:19][C:18]([NH:21][C:22](=[O:29])[CH2:23][O:24][CH2:25][C:26](=[O:27])[NH:1][C:2]2[CH:7]=[CH:6][CH:5]=[C:4]([C:8]3[CH:13]=[CH:12][N:11]=[CH:10][CH:9]=3)[CH:3]=2)=[C:17]([CH:16]=1)[C:30]([OH:32])=[O:31].